This data is from Forward reaction prediction with 1.9M reactions from USPTO patents (1976-2016). The task is: Predict the product of the given reaction. Given the reactants CO[C:3]([C:5]1[C:6]([OH:30])=[C:7]2[C:12](=[CH:13][N:14]=1)[N:11]([C@@H:15]([C:17]1[CH:22]=[CH:21][CH:20]=[CH:19][CH:18]=1)[CH3:16])[C:10](=[O:23])[C:9]([C:24]1[CH:29]=[CH:28][CH:27]=[CH:26][CH:25]=1)=[CH:8]2)=[O:4].[NH2:31][CH2:32][CH2:33][C:34]([OH:36])=[O:35].C[O-].[Na+], predict the reaction product. The product is: [OH:30][C:6]1[C:5]([C:3]([NH:31][CH2:32][CH2:33][C:34]([OH:36])=[O:35])=[O:4])=[N:14][CH:13]=[C:12]2[C:7]=1[CH:8]=[C:9]([C:24]1[CH:29]=[CH:28][CH:27]=[CH:26][CH:25]=1)[C:10](=[O:23])[N:11]2[C@@H:15]([C:17]1[CH:18]=[CH:19][CH:20]=[CH:21][CH:22]=1)[CH3:16].